This data is from Full USPTO retrosynthesis dataset with 1.9M reactions from patents (1976-2016). The task is: Predict the reactants needed to synthesize the given product. Given the product [N:20]1[CH:25]=[CH:24][CH:23]=[C:22]2[CH2:26][N:27]([CH2:2][C:3]3[N:15]=[C:14]4[N:5]([C:6]([NH2:19])=[N:7][C:8]5[C:9]([CH2:16][O:17][CH3:18])=[CH:10][CH:11]=[CH:12][C:13]=54)[N:4]=3)[CH2:28][C:21]=12, predict the reactants needed to synthesize it. The reactants are: Cl[CH2:2][C:3]1[N:15]=[C:14]2[N:5]([C:6]([NH2:19])=[N:7][C:8]3[C:9]([CH2:16][O:17][CH3:18])=[CH:10][CH:11]=[CH:12][C:13]=32)[N:4]=1.[N:20]1[CH:25]=[CH:24][CH:23]=[C:22]2[CH2:26][NH:27][CH2:28][C:21]=12.C(N(C(C)C)CC)(C)C.